From a dataset of Forward reaction prediction with 1.9M reactions from USPTO patents (1976-2016). Predict the product of the given reaction. Given the reactants [CH3:1][O:2][C:3]1[CH:10]=[CH:9][C:6]([CH:7]=[O:8])=[CH:5][C:4]=1[O:11][CH2:12][CH2:13][CH2:14][O:15][CH3:16].[BH4-].[Na+].O, predict the reaction product. The product is: [CH3:1][O:2][C:3]1[CH:10]=[CH:9][C:6]([CH2:7][OH:8])=[CH:5][C:4]=1[O:11][CH2:12][CH2:13][CH2:14][O:15][CH3:16].